From a dataset of Full USPTO retrosynthesis dataset with 1.9M reactions from patents (1976-2016). Predict the reactants needed to synthesize the given product. (1) The reactants are: Br[C:2]1[CH:3]=[C:4]([N:8]2[CH2:16][CH:15]3[CH2:17][N:11]4[CH2:12][CH:13]([CH2:18][CH:9]2[CH2:10]4)[CH2:14]3)[CH:5]=[N:6][CH:7]=1.[CH3:19][O:20][C:21]1[CH:26]=[CH:25][CH:24]=[C:23]([O:27][CH3:28])[C:22]=1B(O)O. Given the product [CH3:19][O:20][C:21]1[CH:26]=[CH:25][CH:24]=[C:23]([O:27][CH3:28])[C:22]=1[C:2]1[CH:3]=[C:4]([N:8]2[CH2:16][CH:15]3[CH2:17][N:11]4[CH2:12][CH:13]([CH2:18][CH:9]2[CH2:10]4)[CH2:14]3)[CH:5]=[N:6][CH:7]=1, predict the reactants needed to synthesize it. (2) Given the product [CH2:1]1[C:9]2[C:4](=[CH:5][C:6]([C:10]3[N:14]([CH3:15])[N:13]=[C:12]([C:16](=[N:21][NH:20][C:22]([C:24]4[S:28][C:27]([C:29]([NH:31][CH2:32][C:33]5[CH:34]=[CH:35][N:36]=[CH:37][CH:38]=5)=[O:30])=[CH:26][CH:25]=4)=[O:23])[CH3:17])[C:11]=3[OH:19])=[CH:7][CH:8]=2)[CH2:3][CH2:2]1, predict the reactants needed to synthesize it. The reactants are: [CH2:1]1[C:9]2[C:4](=[CH:5][C:6]([C:10]3[N:14]([CH3:15])[N:13]=[C:12]([C:16](=O)[CH3:17])[C:11]=3[OH:19])=[CH:7][CH:8]=2)[CH2:3][CH2:2]1.[NH:20]([C:22]([C:24]1[S:28][C:27]([C:29]([NH:31][CH2:32][C:33]2[CH:38]=[CH:37][N:36]=[CH:35][CH:34]=2)=[O:30])=[CH:26][CH:25]=1)=[O:23])[NH2:21].